Dataset: Peptide-MHC class II binding affinity with 134,281 pairs from IEDB. Task: Regression. Given a peptide amino acid sequence and an MHC pseudo amino acid sequence, predict their binding affinity value. This is MHC class II binding data. (1) The peptide sequence is YQRSEEEKFPYIMGD. The MHC is DRB1_0405 with pseudo-sequence DRB1_0405. The binding affinity (normalized) is 0.398. (2) The binding affinity (normalized) is 0.715. The peptide sequence is EKKNFAATQFEPLAA. The MHC is HLA-DPA10201-DPB11401 with pseudo-sequence HLA-DPA10201-DPB11401. (3) The peptide sequence is GAVFLGFLGAAGSTMG. The MHC is DRB3_0202 with pseudo-sequence DRB3_0202. The binding affinity (normalized) is 0.196. (4) The peptide sequence is ITAMSEVQKVSQPAT. The MHC is HLA-DPA10301-DPB10402 with pseudo-sequence HLA-DPA10301-DPB10402. The binding affinity (normalized) is 0.102. (5) The peptide sequence is QVAQYKALPVVLENA. The MHC is DRB1_0301 with pseudo-sequence DRB1_0301. The binding affinity (normalized) is 0.0887. (6) The peptide sequence is RGIEYIQHNGVVQES. The MHC is DRB1_0404 with pseudo-sequence DRB1_0404. The binding affinity (normalized) is 0.596. (7) The peptide sequence is AYVATVSEALRIIAG. The MHC is DRB3_0101 with pseudo-sequence DRB3_0101. The binding affinity (normalized) is 0.233. (8) The peptide sequence is KRVNQLIRYSGYGET. The MHC is DRB1_0101 with pseudo-sequence DRB1_0101. The binding affinity (normalized) is 0.409. (9) The peptide sequence is YEVNWKTHEIKVKGHN. The MHC is H-2-IAb with pseudo-sequence H-2-IAb. The binding affinity (normalized) is 0.0948.